Dataset: Reaction yield outcomes from USPTO patents with 853,638 reactions. Task: Predict the reaction yield, written as a fraction of the theoretical maximum amount of product (1.0 means a 100% yield; for example, 0.34 means a 34% yield). (1) The reactants are [F:1][C:2]1[CH:3]=[N:4][C:5]([C:8]#[N:9])=[N:6][CH:7]=1.C[Mg+].[Br-].[C:13](OC(=O)C)(=[O:15])[CH3:14].[C:20](=O)(O)[O-].[Na+]. The catalyst is C1COCC1.CCOCC.C(Cl)Cl. The product is [F:1][C:2]1[CH:3]=[N:4][C:5]([C:8]([NH:9][C:13](=[O:15])[CH3:14])=[CH2:20])=[N:6][CH:7]=1. The yield is 0.260. (2) The reactants are [NH2:1][CH2:2][C:3]1[CH:4]=[C:5]([C:13]2[C:17]3[CH2:18][N:19]([S:22]([CH3:25])(=[O:24])=[O:23])[CH2:20][CH2:21][C:16]=3[N:15]([CH2:26][CH:27]([OH:34])[CH2:28][N:29]3[CH2:33][CH2:32][CH2:31][CH2:30]3)[N:14]=2)[CH:6]=[CH:7][C:8]=1[C:9]([F:12])([F:11])[F:10].Cl[C:36]1[O:37][C:38]2[CH:44]=[CH:43][CH:42]=[CH:41][C:39]=2[N:40]=1.C([O-])([O-])=O.[K+].[K+]. The catalyst is CN(C=O)C. The product is [O:37]1[C:38]2[CH:44]=[CH:43][CH:42]=[CH:41][C:39]=2[N:40]=[C:36]1[NH:1][CH2:2][C:3]1[CH:4]=[C:5]([C:13]2[C:17]3[CH2:18][N:19]([S:22]([CH3:25])(=[O:23])=[O:24])[CH2:20][CH2:21][C:16]=3[N:15]([CH2:26][CH:27]([OH:34])[CH2:28][N:29]3[CH2:33][CH2:32][CH2:31][CH2:30]3)[N:14]=2)[CH:6]=[CH:7][C:8]=1[C:9]([F:11])([F:12])[F:10]. The yield is 0.420. (3) The catalyst is ClCCl. The yield is 0.590. The product is [Br:33][CH2:3][C:4]1[CH:5]=[C:6]([N:10]([CH2:18][C:19]2[CH:24]=[CH:23][CH:22]=[C:21]([O:25][C:26]([F:31])([F:30])[CH:27]([F:29])[F:28])[CH:20]=2)[CH2:11][CH:12]([OH:17])[C:13]([F:16])([F:15])[F:14])[CH:7]=[CH:8][CH:9]=1. The reactants are CO[CH2:3][C:4]1[CH:5]=[C:6]([N:10]([CH2:18][C:19]2[CH:24]=[CH:23][CH:22]=[C:21]([O:25][C:26]([F:31])([F:30])[CH:27]([F:29])[F:28])[CH:20]=2)[CH2:11][CH:12]([OH:17])[C:13]([F:16])([F:15])[F:14])[CH:7]=[CH:8][CH:9]=1.B(Br)(Br)[Br:33].COC. (4) The reactants are [Br:1][C:2]1[C:7]([F:8])=[CH:6][C:5]([C:9](=O)[CH3:10])=[C:4]([F:12])[CH:3]=1.O.[NH2:14][NH2:15]. The catalyst is C(O)C. The product is [Br:1][C:2]1[C:7]([F:8])=[CH:6][C:5](/[C:9](=[N:14]/[NH2:15])/[CH3:10])=[C:4]([F:12])[CH:3]=1. The yield is 0.540. (5) The product is [CH3:30][CH:29]([O:32][C:33]1[CH:38]=[CH:37][C:36]([N:3]2[C:2](=[O:1])[C:7]([CH2:8][C:9]3[CH:10]=[CH:11][C:12]([C:15]4[C:16]([C:21]#[N:22])=[CH:17][CH:18]=[CH:19][CH:20]=4)=[CH:13][CH:14]=3)=[C:6]([CH2:23][CH2:24][CH3:25])[N:5]3[N:26]=[CH:27][N:28]=[C:4]23)=[CH:35][CH:34]=1)[CH3:31]. The catalyst is C([O-])(=O)C.[Cu+2].C([O-])(=O)C.C(OCC)(=O)C.O1CCCC1. The yield is 0.800. The reactants are [O:1]=[C:2]1[C:7]([CH2:8][C:9]2[CH:14]=[CH:13][C:12]([C:15]3[C:16]([C:21]#[N:22])=[CH:17][CH:18]=[CH:19][CH:20]=3)=[CH:11][CH:10]=2)=[C:6]([CH2:23][CH2:24][CH3:25])[N:5]2[N:26]=[CH:27][N:28]=[C:4]2[NH:3]1.[CH:29]([O:32][C:33]1[CH:38]=[CH:37][C:36](OB(O)O)=[CH:35][CH:34]=1)([CH3:31])[CH3:30].N1C=CC=CC=1.C(N(CC)CC)C. (6) The reactants are [F:1][C:2]1[CH:7]=[CH:6][C:5]([C:8]2[N:12]=[C:11]([C:13]([CH3:17])([CH3:16])[CH2:14][NH2:15])[NH:10][N:9]=2)=[CH:4][CH:3]=1.[F:18][C:19]([F:35])([F:34])[C:20]1[O:24][N:23]=[C:22]([C:25]2[CH:26]=[N:27][CH:28]=[C:29]([CH:33]=2)[C:30](O)=[O:31])[N:21]=1. No catalyst specified. The product is [F:1][C:2]1[CH:3]=[CH:4][C:5]([C:8]2[N:12]=[C:11]([C:13]([CH3:17])([CH3:16])[CH2:14][NH:15][C:30](=[O:31])[C:29]3[CH:33]=[C:25]([C:22]4[N:21]=[C:20]([C:19]([F:35])([F:34])[F:18])[O:24][N:23]=4)[CH:26]=[N:27][CH:28]=3)[NH:10][N:9]=2)=[CH:6][CH:7]=1. The yield is 0.110. (7) The reactants are [CH3:1][C:2]1[CH:7]=[CH:6][N:5]=[CH:4][C:3]=1[N:8]1[CH2:12][CH2:11][NH:10][C:9]1=[O:13].Br[C:15]1[CH:20]=[CH:19][CH:18]=[C:17]([Cl:21])[CH:16]=1.N[C@@H]1CCCC[C@H]1N.P([O-])([O-])([O-])=O.[K+].[K+].[K+]. The catalyst is [Cu](I)I.O1CCOCC1. The product is [Cl:21][C:17]1[CH:16]=[C:15]([N:10]2[CH2:11][CH2:12][N:8]([C:3]3[CH:4]=[N:5][CH:6]=[CH:7][C:2]=3[CH3:1])[C:9]2=[O:13])[CH:20]=[CH:19][CH:18]=1. The yield is 0.593.